From a dataset of Cav3 T-type calcium channel HTS with 100,875 compounds. Binary Classification. Given a drug SMILES string, predict its activity (active/inactive) in a high-throughput screening assay against a specified biological target. (1) The drug is O=C(NC1CCCCC1)C(NC(=O)c1c(NC(=O)c2occc2)cccc1)C(CC)C. The result is 0 (inactive). (2) The drug is o1c2c(cc(c1=O)C(=O)NC)cccc2OC. The result is 0 (inactive). (3) The molecule is S(=O)(=O)(N1CCOCC1)c1ccc(C(=O)N2CCN(CC2)c2ccccc2)cc1. The result is 0 (inactive).